Dataset: Full USPTO retrosynthesis dataset with 1.9M reactions from patents (1976-2016). Task: Predict the reactants needed to synthesize the given product. (1) Given the product [O:25]=[C:18]([NH:17][C:13]1[CH:14]=[CH:15][CH:16]=[C:11]([C:2]2[CH:3]=[N:4][C:5]3[C:10](=[CH:9][CH:8]=[CH:7][CH:6]=3)[N:1]=2)[CH:12]=1)[CH2:19][C:20]([O:22][CH2:23][CH3:24])=[O:21], predict the reactants needed to synthesize it. The reactants are: [N:1]1[C:10]2[C:5](=[CH:6][CH:7]=[CH:8][CH:9]=2)[N:4]=[CH:3][C:2]=1[C:11]1[CH:12]=[C:13]([NH2:17])[CH:14]=[CH:15][CH:16]=1.[C:18](OCC)(=[O:25])[CH2:19][C:20]([O:22][CH2:23][CH3:24])=[O:21]. (2) Given the product [Cl:11][C:12]1[CH:13]=[C:14]([CH:17]=[CH:18][C:19]=1[Cl:20])[CH2:15][O:1][C:2]1[CH:9]=[CH:8][C:5]([CH:6]=[O:7])=[CH:4][C:3]=1[CH3:10], predict the reactants needed to synthesize it. The reactants are: [OH:1][C:2]1[CH:9]=[CH:8][C:5]([CH:6]=[O:7])=[CH:4][C:3]=1[CH3:10].[Cl:11][C:12]1[CH:13]=[C:14]([CH:17]=[CH:18][C:19]=1[Cl:20])[CH2:15]O.C1(P(C2C=CC=CC=2)C2C=CC=CC=2)C=CC=CC=1.C1(C)C=CC=CC=1.N(C(OCC)=O)=NC(OCC)=O. (3) The reactants are: [NH2:1][C@@H:2]([CH3:19])[CH2:3][O:4][C:5]1[CH:6]=[CH:7][C:8]([O:11][C:12]2[CH:17]=[CH:16][C:15]([OH:18])=[CH:14][CH:13]=2)=[N:9][CH:10]=1.[C:20](OC(=O)C)(=[O:22])[CH3:21]. Given the product [OH:18][C:15]1[CH:14]=[CH:13][C:12]([O:11][C:8]2[N:9]=[CH:10][C:5]([O:4][CH2:3][C@@H:2]([NH:1][C:20](=[O:22])[CH3:21])[CH3:19])=[CH:6][CH:7]=2)=[CH:17][CH:16]=1, predict the reactants needed to synthesize it.